This data is from Catalyst prediction with 721,799 reactions and 888 catalyst types from USPTO. The task is: Predict which catalyst facilitates the given reaction. Reactant: [NH2:1][CH2:2][C:3]1[CH:10]=[C:9]([F:11])[C:6]([C:7]#[N:8])=[C:5]([F:12])[CH:4]=1.[C:13](O[C:13]([O:15][C:16]([CH3:19])([CH3:18])[CH3:17])=[O:14])([O:15][C:16]([CH3:19])([CH3:18])[CH3:17])=[O:14]. Product: [F:12][C:5]1[CH:4]=[C:3]([CH2:2][NH:1][C:13]([O:15][C:16]([CH3:19])([CH3:18])[CH3:17])=[O:14])[CH:10]=[C:9]([F:11])[C:6]=1[C:7]#[N:8]. The catalyst class is: 1.